Dataset: Forward reaction prediction with 1.9M reactions from USPTO patents (1976-2016). Task: Predict the product of the given reaction. Given the reactants [CH:1]#[C:2][CH2:3][NH:4][C@H:5]1[C:13]2[C:8](=[CH:9][CH:10]=[CH:11][CH:12]=2)[CH2:7][CH2:6]1.[CH:1]#[C:2][CH2:3][NH:4][C@H:5]1[C:13]2[C:8](=[CH:9][CH:10]=[CH:11][CH:12]=2)[CH2:7][CH2:6]1.[C@H](O)(C(O)=O)[C@@H](O)C(O)=O.CS(O)(=O)=O.C#CCN[C@H]1C2C=CC=CC=2CC1.C1(C)C=CC=CC=1.[OH-].[Na+], predict the reaction product. The product is: [CH:1]#[C:2][CH2:3][NH:4][C@H:5]1[C:13]2[CH:12]=[CH:11][CH:10]=[CH:9][C:8]=2[CH2:7][CH2:6]1.